From a dataset of Reaction yield outcomes from USPTO patents with 853,638 reactions. Predict the reaction yield, written as a fraction of the theoretical maximum amount of product (1.0 means a 100% yield; for example, 0.34 means a 34% yield). (1) The reactants are [C:1]1([C:7]2[CH:15]=[CH:14][CH:13]=[C:12]3[C:8]=2[C:9]2[CH:19]=[CH:18][CH:17]=[N:16][C:10]=2[NH:11]3)[CH:6]=[CH:5][CH:4]=[CH:3][CH:2]=1.[CH3:20][O:21]C1C=C(B(O)O)C=CC=1. No catalyst specified. The product is [CH3:20][O:21][C:5]1[CH:6]=[C:1]([C:7]2[CH:15]=[CH:14][CH:13]=[C:12]3[C:8]=2[C:9]2[CH:19]=[CH:18][CH:17]=[N:16][C:10]=2[NH:11]3)[CH:2]=[CH:3][CH:4]=1. The yield is 0.420. (2) The reactants are [C:1]1([C:13](=[O:17])[C:14]([OH:16])=O)[C:11]2=[C:12]3[C:7](=[CH:8][CH:9]=[CH:10]2)[CH2:6][CH2:5][CH2:4][N:3]3[CH:2]=1.Cl.[NH2:19][CH2:20][CH2:21][CH2:22][C:23]([NH:25][O:26][CH2:27][C:28]1[CH:33]=[CH:32][CH:31]=[CH:30][CH:29]=1)=[O:24]. No catalyst specified. The product is [CH2:27]([O:26][NH:25][C:23](=[O:24])[CH2:22][CH2:21][CH2:20][NH:19][C:14](=[O:16])[C:13]([C:1]1[C:11]2=[C:12]3[C:7](=[CH:8][CH:9]=[CH:10]2)[CH2:6][CH2:5][CH2:4][N:3]3[CH:2]=1)=[O:17])[C:28]1[CH:33]=[CH:32][CH:31]=[CH:30][CH:29]=1. The yield is 0.730. (3) The reactants are [Br:1][C:2]1[N:7]=[C:6]([CH:8]=[C:9]([C:24]#[N:25])[C:10]([NH:12][CH:13]([C:17]2[CH:22]=[CH:21][C:20]([OH:23])=[CH:19][CH:18]=2)[CH2:14][CH2:15][CH3:16])=[O:11])[CH:5]=[CH:4][CH:3]=1.CI.[C:28](=O)([O-])[O-].[K+].[K+].[C:34]([O:37][CH2:38][CH3:39])(=O)C. The catalyst is CC(C)=O. The product is [Br:1][C:2]1[N:7]=[C:6](/[CH:8]=[C:9](\[C:24]#[N:25])/[C:10]([NH:12][CH:13]([C:17]2[CH:22]=[CH:21][C:20]([O:23][CH3:28])=[CH:19][CH:18]=2)[CH2:14][CH2:15][CH3:16])=[O:11])[CH:5]=[CH:4][CH:3]=1.[Br:1][C:2]1[N:7]=[C:6](/[CH:8]=[C:9](/[C:24]#[N:25])\[C:10]([NH:12][CH:13]([C:17]2[CH:22]=[CH:39][C:38]([O:37][CH3:34])=[CH:19][CH:18]=2)[CH2:14][CH2:15][CH3:16])=[O:11])[CH:5]=[CH:4][CH:3]=1. The yield is 0.420. (4) The reactants are [CH3:1][C:2]1[C:11]2[C:6](=[CH:7][CH:8]=[CH:9][CH:10]=2)[CH:5]=[N+:4]([O-])[CH:3]=1.O=P(Cl)(Cl)[Cl:15]. No catalyst specified. The product is [Cl:15][C:5]1[C:6]2[C:11](=[CH:10][CH:9]=[CH:8][CH:7]=2)[C:2]([CH3:1])=[CH:3][N:4]=1. The yield is 0.188. (5) The reactants are C([O:5][C@@H:6]([C@H:8]1[CH2:12][O:11][C:10](=[O:13])[N:9]1[C:14]1[CH:19]=[CH:18][N:17]=[C:16]([F:20])[N:15]=1)[CH3:7])(C)(C)C.C(O)(C(F)(F)F)=O.O. The yield is 0.700. The catalyst is C(Cl)Cl. The product is [F:20][C:16]1[N:15]=[C:14]([N:9]2[C@@H:8]([C@H:6]([OH:5])[CH3:7])[CH2:12][O:11][C:10]2=[O:13])[CH:19]=[CH:18][N:17]=1. (6) The reactants are Br[C:2]1[CH:7]=[CH:6][C:5]([C@@H:8]([NH:10][C:11](=[O:17])[O:12][C:13]([CH3:16])([CH3:15])[CH3:14])[CH3:9])=[CH:4][CH:3]=1.[CH3:18][N:19](C)C=O. The catalyst is CCOCC.C1C=CC([P]([Pd]([P](C2C=CC=CC=2)(C2C=CC=CC=2)C2C=CC=CC=2)([P](C2C=CC=CC=2)(C2C=CC=CC=2)C2C=CC=CC=2)[P](C2C=CC=CC=2)(C2C=CC=CC=2)C2C=CC=CC=2)(C2C=CC=CC=2)C2C=CC=CC=2)=CC=1.[C-]#N.[Zn+2].[C-]#N. The product is [C:18]([C:2]1[CH:7]=[CH:6][C:5]([C@@H:8]([NH:10][C:11](=[O:17])[O:12][C:13]([CH3:16])([CH3:15])[CH3:14])[CH3:9])=[CH:4][CH:3]=1)#[N:19]. The yield is 0.900. (7) The reactants are [CH2:1]([C:3]1[NH:4][C:5](=[O:27])[C:6]([CH2:12][C:13]2[CH:18]=[CH:17][C:16]([C:19]3[C:20]([C:25]#[N:26])=[CH:21][CH:22]=[CH:23][CH:24]=3)=[CH:15][CH:14]=2)=[C:7]([CH2:9][CH2:10][CH3:11])[N:8]=1)[CH3:2].[C:28]1(B(O)O)[CH:33]=[CH:32][CH:31]=[CH:30][CH:29]=1.N1C=CC=CC=1.C(N(CC)CC)C. The catalyst is C(OCC)(=O)C.C([O-])(=O)C.[Cu+2].C([O-])(=O)C.ClCCl. The product is [CH2:1]([C:3]1[N:4]([C:28]2[CH:33]=[CH:32][CH:31]=[CH:30][CH:29]=2)[C:5](=[O:27])[C:6]([CH2:12][C:13]2[CH:18]=[CH:17][C:16]([C:19]3[C:20]([C:25]#[N:26])=[CH:21][CH:22]=[CH:23][CH:24]=3)=[CH:15][CH:14]=2)=[C:7]([CH2:9][CH2:10][CH3:11])[N:8]=1)[CH3:2]. The yield is 1.00.